From a dataset of Catalyst prediction with 721,799 reactions and 888 catalyst types from USPTO. Predict which catalyst facilitates the given reaction. Reactant: [H-].[Na+].[CH3:3][C:4]1([CH3:34])[O:9][C:8]2[CH:10]=[CH:11][C:12]([C@H:14]3[O:18][C:17](=[O:19])[N:16]([CH2:20][CH2:21][C:22]4[CH:33]=[CH:32][C:25]5[O:26][CH2:27][C@@H:28]([CH2:30][OH:31])[O:29][C:24]=5[CH:23]=4)[CH2:15]3)=[CH:13][C:7]=2[CH2:6][O:5]1.Cl.[Cl:36][C:37]1[C:42]([CH2:43]Cl)=[CH:41][CH:40]=[C:39]([Cl:45])[N:38]=1.P([O-])([O-])([O-])=O. Product: [Cl:36][C:37]1[C:42]([CH2:43][O:31][CH2:30][C@@H:28]2[CH2:27][O:26][C:25]3[CH:32]=[CH:33][C:22]([CH2:21][CH2:20][N:16]4[CH2:15][CH:14]([C:12]5[CH:11]=[CH:10][C:8]6[O:9][C:4]([CH3:34])([CH3:3])[O:5][CH2:6][C:7]=6[CH:13]=5)[O:18][C:17]4=[O:19])=[CH:23][C:24]=3[O:29]2)=[CH:41][CH:40]=[C:39]([Cl:45])[N:38]=1. The catalyst class is: 3.